Dataset: NCI-60 drug combinations with 297,098 pairs across 59 cell lines. Task: Regression. Given two drug SMILES strings and cell line genomic features, predict the synergy score measuring deviation from expected non-interaction effect. Drug 1: CCC1=CC2CC(C3=C(CN(C2)C1)C4=CC=CC=C4N3)(C5=C(C=C6C(=C5)C78CCN9C7C(C=CC9)(C(C(C8N6C)(C(=O)OC)O)OC(=O)C)CC)OC)C(=O)OC.C(C(C(=O)O)O)(C(=O)O)O. Drug 2: C#CCC(CC1=CN=C2C(=N1)C(=NC(=N2)N)N)C3=CC=C(C=C3)C(=O)NC(CCC(=O)O)C(=O)O. Cell line: SK-MEL-28. Synergy scores: CSS=28.2, Synergy_ZIP=-5.24, Synergy_Bliss=-4.36, Synergy_Loewe=-4.28, Synergy_HSA=-4.18.